This data is from Forward reaction prediction with 1.9M reactions from USPTO patents (1976-2016). The task is: Predict the product of the given reaction. (1) Given the reactants [F:1][C:2]1[CH:3]=[N:4][C:5]([O:11][C:12]2[CH:17]=[CH:16][C:15]([F:18])=[CH:14][CH:13]=2)=[C:6]([CH:10]=1)[C:7]([OH:9])=O.[NH2:19][CH2:20][C:21]1[CH:30]=[CH:29][C:24]([C:25]([O:27]C)=[O:26])=[C:23]([CH3:31])[CH:22]=1, predict the reaction product. The product is: [F:1][C:2]1[CH:10]=[C:6]([C:7]([NH:19][CH2:20][C:21]2[CH:30]=[CH:29][C:24]([C:25]([OH:27])=[O:26])=[C:23]([CH3:31])[CH:22]=2)=[O:9])[C:5]([O:11][C:12]2[CH:17]=[CH:16][C:15]([F:18])=[CH:14][CH:13]=2)=[N:4][CH:3]=1. (2) Given the reactants [C:1]([C:5]1[CH:10]=[CH:9][C:8]([C:11]2[NH:12][C:13](=[O:23])[C:14]3[N:15]([N:17]=[C:18](C(O)=O)[CH:19]=3)[CH:16]=2)=[CH:7][CH:6]=1)([CH3:4])([CH3:3])[CH3:2], predict the reaction product. The product is: [C:1]([C:5]1[CH:6]=[CH:7][C:8]([C:11]2[NH:12][C:13](=[O:23])[C:14]3[N:15]([N:17]=[CH:18][CH:19]=3)[CH:16]=2)=[CH:9][CH:10]=1)([CH3:4])([CH3:2])[CH3:3]. (3) Given the reactants [Br:1][C:2]1[CH:7]=[CH:6][C:5]([C:8]2[O:9][CH:10]=[C:11]([CH2:13]Cl)[N:12]=2)=[CH:4][CH:3]=1.[NH:15]1[CH2:19][CH2:18][CH2:17][CH2:16]1, predict the reaction product. The product is: [Br:1][C:2]1[CH:7]=[CH:6][C:5]([C:8]2[O:9][CH:10]=[C:11]([CH2:13][N:15]3[CH2:19][CH2:18][CH2:17][CH2:16]3)[N:12]=2)=[CH:4][CH:3]=1. (4) Given the reactants [NH2:1][NH:2][C:3]([C:5]1[C:10]([C:11]([F:14])([F:13])[F:12])=[CH:9][CH:8]=[CH:7][N:6]=1)=[NH:4].[OH:15][C:16]1[CH:23]=[CH:22][C:21]([OH:24])=[CH:20][C:17]=1[CH:18]=O, predict the reaction product. The product is: [OH:24][C:21]1[CH:22]=[CH:23][C:16]([OH:15])=[C:17]([C:18]2[NH:1][N:2]=[C:3]([C:5]3[C:10]([C:11]([F:12])([F:13])[F:14])=[CH:9][CH:8]=[CH:7][N:6]=3)[N:4]=2)[CH:20]=1. (5) The product is: [CH2:17]([O:16][C:14](=[O:15])[NH:13][CH:10]1[CH2:11][CH2:12][NH:8][CH2:9]1)[C:18]1[CH:23]=[CH:22][CH:21]=[CH:20][CH:19]=1. Given the reactants C(OC([N:8]1[CH2:12][CH2:11][CH:10]([NH:13][C:14]([O:16][CH2:17][C:18]2[CH:23]=[CH:22][CH:21]=[CH:20][CH:19]=2)=[O:15])[CH2:9]1)=O)(C)(C)C.C(O)(C(F)(F)F)=O, predict the reaction product. (6) Given the reactants [NH2:1][C:2]1[CH:7]=[CH:6][C:5]([Cl:8])=[CH:4][C:3]=1[NH:9][C:10]1[CH:15]=[CH:14][C:13]([NH:16][C:17](=[O:19])[CH3:18])=[CH:12][CH:11]=1.[C:20](=O)(O)[O-].[Na+], predict the reaction product. The product is: [Cl:8][C:5]1[CH:6]=[CH:7][C:2]2[N:1]=[CH:20][N:9]([C:10]3[CH:11]=[CH:12][C:13]([NH:16][C:17](=[O:19])[CH3:18])=[CH:14][CH:15]=3)[C:3]=2[CH:4]=1. (7) Given the reactants [C:1](#[N:14])[CH2:2][CH2:3]/[CH:4]=[CH:5]\[CH2:6][CH2:7][CH2:8][CH2:9]/[CH:10]=[CH:11]\[CH2:12][CH3:13].C1(C)C=CC(S(O)=O)=CC=1, predict the reaction product. The product is: [C:1](#[N:14])[CH2:2][CH2:3][CH:4]=[CH:5][CH2:6][CH2:7][CH2:8][CH2:9][CH:10]=[CH:11][CH2:12][CH3:13]. (8) Given the reactants [C:1]([O:5][C:6]([NH:8][CH2:9][C@H:10]1[CH2:15][CH2:14][C@H:13]([C:16]([OH:18])=O)[CH2:12][CH2:11]1)=[O:7])([CH3:4])([CH3:3])[CH3:2].Cl.[C:20]1([CH2:26][CH2:27][CH2:28][CH:29]([NH2:39])[CH2:30][CH2:31][CH2:32][C:33]2[CH:38]=[CH:37][CH:36]=[CH:35][CH:34]=2)[CH:25]=[CH:24][CH:23]=[CH:22][CH:21]=1.C(N(CC)C(C)C)(C)C.C1CN([P+](ON2N=NC3C=CC=CC2=3)(N2CCCC2)N2CCCC2)CC1.F[P-](F)(F)(F)(F)F, predict the reaction product. The product is: [C:33]1([CH2:32][CH2:31][CH2:30][CH:29]([NH:39][C:16]([C@H:13]2[CH2:12][CH2:11][C@H:10]([CH2:9][NH:8][C:6]([O:5][C:1]([CH3:2])([CH3:3])[CH3:4])=[O:7])[CH2:15][CH2:14]2)=[O:18])[CH2:28][CH2:27][CH2:26][C:20]2[CH:21]=[CH:22][CH:23]=[CH:24][CH:25]=2)[CH:38]=[CH:37][CH:36]=[CH:35][CH:34]=1.